From a dataset of Catalyst prediction with 721,799 reactions and 888 catalyst types from USPTO. Predict which catalyst facilitates the given reaction. (1) Reactant: [CH2:10]([S:9][S:9][CH2:10][CH2:11][C@@H:12]([NH2:16])[C:13]([OH:15])=[O:14])[CH2:11][C@@H:12]([NH2:16])[C:13]([OH:15])=[O:14].[Na].[C:18](O)([CH3:21])([CH3:20])[CH3:19].[C:23](O[C:23]([O:25][C:26]([CH3:29])([CH3:28])[CH3:27])=[O:24])([O:25][C:26]([CH3:29])([CH3:28])[CH3:27])=[O:24]. Product: [C:26]([O:25][C:23]([NH:16][C@H:12]([CH2:11][CH2:10][S:9][C:18]([CH3:21])([CH3:20])[CH3:19])[C:13]([OH:15])=[O:14])=[O:24])([CH3:29])([CH3:28])[CH3:27]. The catalyst class is: 328. (2) Reactant: [C:1]1([CH:7]([C:28]2[CH:33]=[CH:32][CH:31]=[CH:30][CH:29]=2)[N:8]2[C:16]3[C:11](=[CH:12][CH:13]=[CH:14][CH:15]=3)[CH:10]([C:17]3[C:25]([OH:26])=[CH:24][C:20]4[CH2:21][CH2:22][O:23][C:19]=4[CH:18]=3)[C:9]2=[O:27])[CH:6]=[CH:5][CH:4]=[CH:3][CH:2]=1.[CH2:34]=[O:35].C(NC(C)C)(C)C. Product: [C:28]1([CH:7]([C:1]2[CH:2]=[CH:3][CH:4]=[CH:5][CH:6]=2)[N:8]2[C:16]3[C:11](=[CH:12][CH:13]=[CH:14][CH:15]=3)[C:10]([C:17]3[C:25]([OH:26])=[CH:24][C:20]4[CH2:21][CH2:22][O:23][C:19]=4[CH:18]=3)([CH2:34][OH:35])[C:9]2=[O:27])[CH:33]=[CH:32][CH:31]=[CH:30][CH:29]=1. The catalyst class is: 56. (3) Reactant: Cl.[F:2][C:3]([F:16])([F:15])[CH2:4][O:5][C:6]1[N:11]=[CH:10][C:9]([CH:12]([NH2:14])[CH3:13])=[CH:8][CH:7]=1.[C:17]([NH:20][C:21]1[CH:22]=[C:23]([CH:27]=[CH:28][N:29]=1)[C:24](O)=[O:25])(=[O:19])[CH3:18].CN(C(ON1N=NC2C=CC=CC1=2)=[N+](C)C)C.F[P-](F)(F)(F)(F)F.C(N(CC)CC)C. Product: [C:17]([NH:20][C:21]1[CH:22]=[C:23]([CH:27]=[CH:28][N:29]=1)[C:24]([NH:14][CH:12]([C:9]1[CH:10]=[N:11][C:6]([O:5][CH2:4][C:3]([F:2])([F:15])[F:16])=[CH:7][CH:8]=1)[CH3:13])=[O:25])(=[O:19])[CH3:18]. The catalyst class is: 46. (4) Reactant: OC(C(F)(F)F)=O.[CH3:8][NH:9][C:10]1[CH:11]=[N:12][CH:13]=[CH:14][C:15]=1[N:16]1[CH2:21][CH2:20][CH2:19][CH2:18][CH:17]1[CH3:22].CCN(C(C)C)C(C)C.[Cl:32][C:33]1[CH:34]=[C:35]([CH:39]=[C:40]([Cl:42])[CH:41]=1)[C:36](Cl)=[O:37]. Product: [ClH:32].[Cl:32][C:33]1[CH:34]=[C:35]([CH:39]=[C:40]([Cl:42])[CH:41]=1)[C:36]([N:9]([CH3:8])[C:10]1[CH:11]=[N:12][CH:13]=[CH:14][C:15]=1[N:16]1[CH2:21][CH2:20][CH2:19][CH2:18][CH:17]1[CH3:22])=[O:37]. The catalyst class is: 2. (5) Reactant: [CH2:1]([O:5][C:6]1[N:14]=[C:13]2[C:9]([NH:10][CH:11]([O:24]C)[N:12]2[CH2:15][CH2:16][CH2:17][NH:18][C@H:19]2[CH2:23][CH2:22][CH2:21][O:20]2)=[C:8]([NH2:26])[N:7]=1)[CH2:2][CH2:3][CH3:4].Cl.O1CCOCC1. Product: [NH2:26][C:8]1[N:7]=[C:6]([O:5][CH2:1][CH2:2][CH2:3][CH3:4])[N:14]=[C:13]2[C:9]=1[NH:10][C:11](=[O:24])[N:12]2[CH2:15][CH2:16][CH2:17][NH:18][C@H:19]1[CH2:23][CH2:22][CH2:21][O:20]1. The catalyst class is: 5. (6) Reactant: [H-].[Na+].[CH3:3][S:4][CH2:5][CH2:6][CH2:7][OH:8].C(S[C:13]1[N:14]([C:25]2[CH:30]=[CH:29][C:28]([O:31][CH2:32][C:33]([F:36])([F:35])[F:34])=[CH:27][CH:26]=2)[C:15](=[O:24])[C:16]2[CH:22]=[CH:21][C:20](=[O:23])[NH:19][C:17]=2[N:18]=1)CC.O. Product: [CH3:3][S:4][CH2:5][CH2:6][CH2:7][O:8][C:13]1[N:14]([C:25]2[CH:26]=[CH:27][C:28]([O:31][CH2:32][C:33]([F:36])([F:35])[F:34])=[CH:29][CH:30]=2)[C:15](=[O:24])[C:16]2[CH:22]=[CH:21][C:20](=[O:23])[NH:19][C:17]=2[N:18]=1. The catalyst class is: 7. (7) Reactant: [NH:1]1[CH:5]=[C:4]([B:6]2[O:14][C:11]([CH3:13])([CH3:12])[C:8]([CH3:10])([CH3:9])[O:7]2)[CH:3]=[N:2]1.Cl.Cl[CH2:17][CH2:18][CH:19]1[CH2:24][CH2:23][CH2:22][CH2:21][N:20]1[CH3:25]. Product: [CH3:25][N:20]1[CH2:21][CH2:22][CH2:23][CH2:24][CH:19]1[CH2:18][CH2:17][N:2]1[CH:3]=[C:4]([B:6]2[O:7][C:8]([CH3:9])([CH3:10])[C:11]([CH3:13])([CH3:12])[O:14]2)[CH:5]=[N:1]1. The catalyst class is: 66.